From a dataset of Catalyst prediction with 721,799 reactions and 888 catalyst types from USPTO. Predict which catalyst facilitates the given reaction. (1) Reactant: [Cl:1][C:2]1[CH:33]=[CH:32][C:5]([C:6]([N:8]2[CH2:12][CH2:11][C@@H:10]([NH:13][C:14]3[N:19]=[CH:18][C:17](/[CH:20]=[CH:21]/[C:22]([NH:24][O:25]C4CCCCO4)=[O:23])=[CH:16][CH:15]=3)[CH2:9]2)=[O:7])=[CH:4][CH:3]=1.CO.Cl. Product: [ClH:1].[Cl:1][C:2]1[CH:3]=[CH:4][C:5]([C:6]([N:8]2[CH2:12][CH2:11][C@@H:10]([NH:13][C:14]3[N:19]=[CH:18][C:17](/[CH:20]=[CH:21]/[C:22]([NH:24][OH:25])=[O:23])=[CH:16][CH:15]=3)[CH2:9]2)=[O:7])=[CH:32][CH:33]=1. The catalyst class is: 191. (2) Reactant: [C:1]([O:5][C:6](=[O:27])[CH2:7][N:8]([CH:14]([C:21]1[CH:26]=[CH:25][CH:24]=[CH:23][CH:22]=1)[C:15]1[CH:20]=[CH:19][CH:18]=[CH:17][CH:16]=1)[CH2:9][CH:10](O)[CH2:11][CH3:12])([CH3:4])([CH3:3])[CH3:2].O=S(Cl)[Cl:30]. The catalyst class is: 22. Product: [C:1]([O:5][C:6](=[O:27])[CH2:7][N:8]([CH:14]([C:21]1[CH:26]=[CH:25][CH:24]=[CH:23][CH:22]=1)[C:15]1[CH:20]=[CH:19][CH:18]=[CH:17][CH:16]=1)[CH2:9][CH:10]([Cl:30])[CH2:11][CH3:12])([CH3:4])([CH3:3])[CH3:2].